Dataset: Full USPTO retrosynthesis dataset with 1.9M reactions from patents (1976-2016). Task: Predict the reactants needed to synthesize the given product. (1) Given the product [CH3:16][C@H:15]1[N:10]([C:4]2[CH:3]=[C:2]([C:32]3[CH:31]=[C:30]4[C:35]([C:27]([CH3:26])=[N:28][NH:29]4)=[CH:34][CH:33]=3)[N:7]=[C:6]([NH:8][CH3:9])[N:5]=2)[CH2:11][C@@H:12]([C:17]([NH:19][C:20]2[CH:25]=[CH:24][CH:23]=[CH:22][CH:21]=2)=[O:18])[CH2:13][CH2:14]1, predict the reactants needed to synthesize it. The reactants are: Cl[C:2]1[N:7]=[C:6]([NH:8][CH3:9])[N:5]=[C:4]([N:10]2[C@H:15]([CH3:16])[CH2:14][CH2:13][C@H:12]([C:17]([NH:19][C:20]3[CH:25]=[CH:24][CH:23]=[CH:22][CH:21]=3)=[O:18])[CH2:11]2)[CH:3]=1.[CH3:26][C:27]1[C:35]2[C:30](=[CH:31][C:32](B3OC(C)(C)C(C)(C)O3)=[CH:33][CH:34]=2)[NH:29][N:28]=1.C1(P(C2CCCCC2)C2CCCCC2)CCCCC1.[O-]P([O-])([O-])=O.[K+].[K+].[K+]. (2) Given the product [N:22]1[CH:27]=[CH:26][C:25]([C:2]2[C:10]3[C:5](=[CH:6][CH:7]=[CH:8][CH:9]=3)[NH:4][C:3]=2[C:11]([O:13][CH2:14][CH3:15])=[O:12])=[CH:24][CH:23]=1, predict the reactants needed to synthesize it. The reactants are: I[C:2]1[C:10]2[C:5](=[CH:6][CH:7]=[CH:8][CH:9]=2)[NH:4][C:3]=1[C:11]([O:13][CH2:14][CH3:15])=[O:12].C([O-])([O-])=O.[Na+].[Na+].[N:22]1[CH:27]=[CH:26][C:25](B(O)O)=[CH:24][CH:23]=1. (3) Given the product [C:31]([O:30][C:28]([NH:27][C@H:24]1[CH2:25][CH2:26][C@H:22]([O:21][C:15]2[CH:16]=[C:17]([F:20])[CH:18]=[CH:19][C:14]=2[NH:13][C:12]2[C:7]3[C:6]([CH3:36])=[C:5]([C:3]([OH:4])=[O:2])[S:35][C:8]=3[N:9]=[CH:10][N:11]=2)[CH2:23]1)=[O:29])([CH3:34])([CH3:32])[CH3:33], predict the reactants needed to synthesize it. The reactants are: C[O:2][C:3]([C:5]1[S:35][C:8]2[N:9]=[CH:10][N:11]=[C:12]([NH:13][C:14]3[CH:19]=[CH:18][C:17]([F:20])=[CH:16][C:15]=3[O:21][C@H:22]3[CH2:26][CH2:25][C@H:24]([NH:27][C:28]([O:30][C:31]([CH3:34])([CH3:33])[CH3:32])=[O:29])[CH2:23]3)[C:7]=2[C:6]=1[CH3:36])=[O:4].[OH-].[Li+].Cl. (4) Given the product [F:20][C:19]1[C:10](/[CH:9]=[CH:8]/[C:5]2[CH:4]=[N:3][C:2]([NH:30][C:28]3[CH:27]=[CH:26][N:25]=[C:24]([CH3:23])[CH:29]=3)=[N:7][CH:6]=2)=[CH:11][C:12]([C:13]([O:15][CH3:16])=[O:14])=[CH:17][C:18]=1[O:21][CH3:22], predict the reactants needed to synthesize it. The reactants are: Cl[C:2]1[N:7]=[CH:6][C:5](/[CH:8]=[CH:9]/[C:10]2[CH:11]=[C:12]([CH:17]=[C:18]([O:21][CH3:22])[C:19]=2[F:20])[C:13]([O:15][CH3:16])=[O:14])=[CH:4][N:3]=1.[CH3:23][C:24]1[CH:29]=[C:28]([NH2:30])[CH:27]=[CH:26][N:25]=1.CC1(C)C2C(=C(P(C3C=CC=CC=3)C3C=CC=CC=3)C=CC=2)OC2C(P(C3C=CC=CC=3)C3C=CC=CC=3)=CC=CC1=2.C([O-])([O-])=O.[Cs+].[Cs+]. (5) Given the product [Cl:1][C:2]1[CH:3]=[C:4]2[C:9](=[CH:10][C:11]=1[CH2:12][CH2:13][C:14]([CH3:17])([CH3:15])[CH3:16])[O:8][C@@H:7]([C:18]([F:21])([F:19])[F:20])[C:6]([C:22]([OH:24])=[O:23])=[CH:5]2, predict the reactants needed to synthesize it. The reactants are: [Cl:1][C:2]1[CH:3]=[C:4]2[C:9](=[CH:10][C:11]=1[CH2:12][CH2:13][C:14]([CH3:17])([CH3:16])[CH3:15])[O:8][CH:7]([C:18]([F:21])([F:20])[F:19])[C:6]([C:22]([OH:24])=[O:23])=[CH:5]2.C1([C@H](N)C)C2C(=CC=CC=2)C=CC=1. (6) The reactants are: [I:1]N1C(=O)CCC1=O.[Cl:9][C:10]1[CH:11]=[CH:12][C:13]([CH3:32])=[C:14]([C:16]2[NH:17][C:18]([C:24]3[CH:29]=[CH:28][N:27]=[C:26]([NH:30][CH3:31])[N:25]=3)=[CH:19][C:20]=2[C:21]([NH2:23])=[O:22])[CH:15]=1.O. Given the product [Cl:9][C:10]1[CH:11]=[CH:12][C:13]([CH3:32])=[C:14]([C:16]2[NH:17][C:18]([C:24]3[CH:29]=[CH:28][N:27]=[C:26]([NH:30][CH3:31])[N:25]=3)=[C:19]([I:1])[C:20]=2[C:21]([NH2:23])=[O:22])[CH:15]=1, predict the reactants needed to synthesize it. (7) Given the product [Cl:1][C:2]1[C:11]2[S:10](=[O:12])(=[O:13])[NH:9][NH:8][CH2:7][C:6]=2[CH:5]=[CH:4][C:3]=1[O:14][CH3:15], predict the reactants needed to synthesize it. The reactants are: [Cl:1][C:2]1[C:11]2[S:10](=[O:13])(=[O:12])[NH:9][N:8]=[CH:7][C:6]=2[CH:5]=[CH:4][C:3]=1[O:14][CH3:15]. (8) Given the product [CH:1]1([C:4]2[NH:8][N:7]=[C:6]([C:9]3[CH:14]=[CH:13][CH:12]=[CH:11][CH:10]=3)[C:5]=2[I:15])[CH2:3][CH2:2]1, predict the reactants needed to synthesize it. The reactants are: [CH:1]1([C:4]2[NH:8][N:7]=[C:6]([C:9]3[CH:14]=[CH:13][CH:12]=[CH:11][CH:10]=3)[CH:5]=2)[CH2:3][CH2:2]1.[I-:15].[Na+].II.C(=O)([O-])[O-].[K+].[K+]. (9) The reactants are: [NH2:1][C:2]1[NH:6][N:5]=[CH:4][C:3]=1[C:7]([O:9][CH2:10][CH3:11])=[O:8].[Cl:12][C:13]1[CH:18]=[CH:17][C:16]([C:19](=O)[CH2:20][C:21](OC)=[O:22])=[CH:15][CH:14]=1.CC1C=CC(S(O)(=O)=O)=CC=1. Given the product [Cl:12][C:13]1[CH:14]=[CH:15][C:16]([C:19]2[NH:1][C:2]3[N:6]([N:5]=[CH:4][C:3]=3[C:7]([O:9][CH2:10][CH3:11])=[O:8])[C:21](=[O:22])[CH:20]=2)=[CH:17][CH:18]=1, predict the reactants needed to synthesize it. (10) Given the product [CH3:1][N:2]1[C:10](=[O:11])[C:9]2[N:8]([C@@H:25]([CH3:30])[C:26]([O:28][CH3:29])=[O:27])[CH:7]=[N:6][C:5]=2[N:4]([CH3:12])[C:3]1=[O:13], predict the reactants needed to synthesize it. The reactants are: [CH3:1][N:2]1[C:10](=[O:11])[C:9]2[NH:8][CH:7]=[N:6][C:5]=2[N:4]([CH3:12])[C:3]1=[O:13].C([O-])([O-])=O.[K+].[K+].CS(O[C@H:25]([CH3:30])[C:26]([O:28][CH3:29])=[O:27])(=O)=O.